Dataset: Full USPTO retrosynthesis dataset with 1.9M reactions from patents (1976-2016). Task: Predict the reactants needed to synthesize the given product. (1) Given the product [C:21]([C:18]1[N:16]2[CH:17]=[C:12]([C:3]3[C:2]([C:26]4[CH:27]=[CH:28][CH:29]=[C:24]([CH3:23])[N:25]=4)=[N:7][C:6]([NH:8][C:9](=[O:11])[CH3:10])=[CH:5][CH:4]=3)[CH:13]=[CH:14][C:15]2=[N:20][CH:19]=1)#[N:22], predict the reactants needed to synthesize it. The reactants are: Cl[C:2]1[N:7]=[C:6]([NH:8][C:9](=[O:11])[CH3:10])[CH:5]=[CH:4][C:3]=1[C:12]1[CH:13]=[CH:14][C:15]2[N:16]([C:18]([C:21]#[N:22])=[CH:19][N:20]=2)[CH:17]=1.[CH3:23][C:24]1[CH:29]=[CH:28][CH:27]=[C:26]([Sn](CCCC)(CCCC)CCCC)[N:25]=1. (2) Given the product [Cl:27][C:21]1[CH:22]=[C:23]([Cl:26])[CH:24]=[CH:25][C:20]=1[C:18]1[C:17](=[O:28])[N:16]([CH3:29])[C:8]2[N:9]([CH:13]([F:15])[F:14])[C:10]3[C:6]([C:7]=2[CH:19]=1)=[CH:5][C:4]([C:1](=[O:3])/[CH:2]=[CH:35]/[N:36]([CH3:38])[CH3:37])=[CH:12][CH:11]=3, predict the reactants needed to synthesize it. The reactants are: [C:1]([C:4]1[CH:5]=[C:6]2[C:10](=[CH:11][CH:12]=1)[N:9]([CH:13]([F:15])[F:14])[C:8]1[N:16]([CH3:29])[C:17](=[O:28])[C:18]([C:20]3[CH:25]=[CH:24][C:23]([Cl:26])=[CH:22][C:21]=3[Cl:27])=[CH:19][C:7]2=1)(=[O:3])[CH3:2].CC(O[CH:35](N(C)C)[N:36]([CH3:38])[CH3:37])(C)C. (3) Given the product [CH3:8][N:9]([CH3:22])[C:10]1[N:11]=[CH:12][C:13]([C:6](=[O:5])[CH3:7])=[N:14][CH:15]=1, predict the reactants needed to synthesize it. The reactants are: C[Li].C([O:5][CH2:6][CH3:7])C.[CH3:8][N:9]([CH3:22])[C:10]1[N:11]=[CH:12][C:13](C(N(OC)C)=O)=[N:14][CH:15]=1. (4) Given the product [CH2:34]([O:41][CH2:42][C:43]1([C:46]2[CH:47]=[CH:48][C:49]([CH2:50][CH:15]([NH:16][S:17]([C:20]3[CH:25]=[CH:24][CH:23]=[CH:22][N:21]=3)(=[O:19])=[O:18])[C:11]3[N:10]=[C:9]([N:8]([CH2:26][C:27]([O:29][C:30]([CH3:33])([CH3:32])[CH3:31])=[O:28])[C:6]([O:5][C:1]([CH3:4])([CH3:3])[CH3:2])=[O:7])[CH:14]=[CH:13][CH:12]=3)=[CH:52][CH:53]=2)[CH2:44][CH2:45]1)[C:35]1[CH:36]=[CH:37][CH:38]=[CH:39][CH:40]=1, predict the reactants needed to synthesize it. The reactants are: [C:1]([O:5][C:6]([N:8]([CH2:26][C:27]([O:29][C:30]([CH3:33])([CH3:32])[CH3:31])=[O:28])[C:9]1[CH:14]=[CH:13][CH:12]=[C:11]([CH2:15][NH:16][S:17]([C:20]2[CH:25]=[CH:24][CH:23]=[CH:22][N:21]=2)(=[O:19])=[O:18])[N:10]=1)=[O:7])([CH3:4])([CH3:3])[CH3:2].[CH2:34]([O:41][CH2:42][C:43]1([C:46]2[CH:53]=[CH:52][C:49]([CH2:50]O)=[CH:48][CH:47]=2)[CH2:45][CH2:44]1)[C:35]1[CH:40]=[CH:39][CH:38]=[CH:37][CH:36]=1.C(P(CCCC)CCCC)CCC.CN(C)C(N=NC(N(C)C)=O)=O. (5) Given the product [F:1][C:2]1[CH:3]=[CH:4][C:5]([OH:11])=[C:6]([CH:10]=1)[C:7]([O:9][CH3:17])=[O:8], predict the reactants needed to synthesize it. The reactants are: [F:1][C:2]1[CH:3]=[CH:4][C:5]([OH:11])=[C:6]([CH:10]=1)[C:7]([OH:9])=[O:8].S(=O)(=O)(O)O.[CH3:17]O. (6) The reactants are: [C:1]([O:6][C:7]12[CH2:16][CH:11]3[CH2:12][CH:13]([CH2:15][C:9]([O:17]S(C)(=O)=O)([CH2:10]3)[CH2:8]1)[CH2:14]2)(=[O:5])[C:2]([CH3:4])=[CH2:3].N1C=CC=CC=1.[CH2:28]([C:30]1([CH2:34]O)[CH2:33][O:32][CH2:31]1)[CH3:29]. Given the product [C:1]([O:6][C:7]12[CH2:16][CH:11]3[CH2:12][CH:13]([CH2:15][C:9]([O:17][CH2:34][C:30]4([CH2:28][CH3:29])[CH2:33][O:32][CH2:31]4)([CH2:10]3)[CH2:8]1)[CH2:14]2)(=[O:5])[C:2]([CH3:4])=[CH2:3], predict the reactants needed to synthesize it. (7) Given the product [NH2:23][C:19]1[CH:18]=[C:17]([C:9]2[S:10][C:11]([C:12]3[NH:16][CH:15]=[N:14][N:13]=3)=[C:7]([CH2:6][C:5]3[CH:4]=[CH:3][C:2]([Cl:1])=[CH:30][CH:29]=3)[C:8]=2[C:27]#[N:28])[CH:22]=[CH:21][N:20]=1, predict the reactants needed to synthesize it. The reactants are: [Cl:1][C:2]1[CH:30]=[CH:29][C:5]([CH2:6][C:7]2[C:8]([C:27]#[N:28])=[C:9]([C:17]3[CH:22]=[CH:21][N:20]=[C:19]([NH:23]C(=O)C)[CH:18]=3)[S:10][C:11]=2[C:12]2[NH:16][CH:15]=[N:14][N:13]=2)=[CH:4][CH:3]=1.[OH-].[Na+]. (8) Given the product [CH3:29][O:30][C:31]([C:33]1[S:45][C:36]2[N:37]=[C:38]([CH:10]([C:11](=[O:12])[NH:13][C:14]3[CH:19]=[CH:18][CH:17]=[CH:16][CH:15]=3)[C:8](=[O:9])[NH:7][C:4]3[CH:3]=[CH:2][CH:1]=[CH:6][CH:5]=3)[N:39]=[CH:40][C:35]=2[CH:34]=1)=[O:32], predict the reactants needed to synthesize it. The reactants are: [CH:1]1[CH:6]=[CH:5][C:4]([NH:7][C:8]([CH2:10][C:11]([NH:13][C:14]2[CH:19]=[CH:18][CH:17]=[CH:16][CH:15]=2)=[O:12])=[O:9])=[CH:3][CH:2]=1.[H-].[Na+].C([O-])(=O)CC([O-])=O.[CH3:29][O:30][C:31]([C:33]1[S:45][C:36]2[N:37]=[C:38](S(C)(=O)=O)[N:39]=[CH:40][C:35]=2[CH:34]=1)=[O:32].